From a dataset of Full USPTO retrosynthesis dataset with 1.9M reactions from patents (1976-2016). Predict the reactants needed to synthesize the given product. (1) Given the product [Cl:1][C:2]1[CH:3]=[CH:4][C:5]([C:8]2([OH:19])[CH2:13][CH2:12][N:11]([CH2:31][CH2:32][CH:33]=[C:34]3[C:40]4[CH:41]=[CH:42][CH:43]=[N:44][C:39]=4[CH2:38][O:37][C:36]4[CH:45]=[CH:46][C:47]([C:49]([OH:52])([CH3:51])[CH3:50])=[CH:48][C:35]3=4)[CH2:10][CH:9]2[NH:14][C:15](=[O:18])[CH2:16][CH3:17])=[CH:6][CH:7]=1.[CH:8]([O-:19])=[O:37], predict the reactants needed to synthesize it. The reactants are: [Cl:1][C:2]1[CH:7]=[CH:6][C:5]([C:8]2([OH:19])[CH2:13][CH2:12][NH:11][CH2:10][CH:9]2[NH:14][C:15](=[O:18])[CH2:16][CH3:17])=[CH:4][CH:3]=1.N1C(C)=CC=CC=1C.[I-].[K+].Br[CH2:31][CH2:32][CH:33]=[C:34]1[C:40]2[CH:41]=[CH:42][CH:43]=[N:44][C:39]=2[CH2:38][O:37][C:36]2[CH:45]=[CH:46][C:47]([C:49]([OH:52])([CH3:51])[CH3:50])=[CH:48][C:35]1=2. (2) Given the product [CH:35]([NH:34][C:30]1[N:29]=[C:28]([N:15]([CH2:14][CH:11]2[CH2:10][CH2:9][NH:8][CH2:13][CH2:12]2)[C:16]([C:18]2[CH:27]=[CH:26][C:25]3[C:20](=[CH:21][CH:22]=[CH:23][CH:24]=3)[CH:19]=2)=[O:17])[CH:33]=[CH:32][N:31]=1)([CH3:37])[CH3:36], predict the reactants needed to synthesize it. The reactants are: C(OC([N:8]1[CH2:13][CH2:12][CH:11]([CH2:14][N:15]([C:28]2[CH:33]=[CH:32][N:31]=[C:30]([NH:34][CH:35]([CH3:37])[CH3:36])[N:29]=2)[C:16]([C:18]2[CH:27]=[CH:26][C:25]3[C:20](=[CH:21][CH:22]=[CH:23][CH:24]=3)[CH:19]=2)=[O:17])[CH2:10][CH2:9]1)=O)(C)(C)C.C(O)(C(F)(F)F)=O. (3) Given the product [F:1][C:2]1[C:8]([C:9]([F:10])([F:11])[F:12])=[CH:7][C:6]([I:13])=[C:4]([CH:3]=1)[NH2:5], predict the reactants needed to synthesize it. The reactants are: [F:1][C:2]1[CH:3]=[C:4]([CH:6]=[CH:7][C:8]=1[C:9]([F:12])([F:11])[F:10])[NH2:5].[I:13]Cl. (4) Given the product [C:35]([O:30][CH2:29][CH2:28][N:24]1[CH2:23][C:22]2[CH:31]=[C:18]([C:6]3[C:5]4[C:9](=[CH:10][C:2]([F:1])=[CH:3][CH:4]=4)[NH:8][CH:7]=3)[CH:19]=[CH:20][C:21]=2[S:25]1(=[O:26])=[O:27])(=[O:36])[CH3:34], predict the reactants needed to synthesize it. The reactants are: [F:1][C:2]1[CH:10]=[C:9]2[C:5]([C:6]([C:18]3[CH:19]=[CH:20][C:21]4[S:25](=[O:27])(=[O:26])[N:24]([CH2:28][CH2:29][OH:30])[CH2:23][C:22]=4[CH:31]=3)=[CH:7][N:8]2C(OC(C)(C)C)=O)=[CH:4][CH:3]=1.Cl.F[C:34](F)(F)[C:35](O)=[O:36]. (5) Given the product [Cl:1][C:2]1[C:3]([F:31])=[C:4]([C@@H:8]2[C@:12]([C:15]3[CH:20]=[CH:19][C:18]([Cl:21])=[CH:17][C:16]=3[F:22])([C:13]#[N:14])[C@H:11]([CH2:23][C:24]([CH3:25])([CH3:27])[CH3:26])[NH:10][C@H:9]2[C:28]([NH:62][C:60]2[CH:61]=[N:56][CH:57]=[N:58][CH:59]=2)=[O:29])[CH:5]=[CH:6][CH:7]=1, predict the reactants needed to synthesize it. The reactants are: [Cl:1][C:2]1[C:3]([F:31])=[C:4]([C@@H:8]2[C@:12]([C:15]3[CH:20]=[CH:19][C:18]([Cl:21])=[CH:17][C:16]=3[F:22])([C:13]#[N:14])[C@H:11]([CH2:23][C:24]([CH3:27])([CH3:26])[CH3:25])[NH:10][C@H:9]2[C:28](O)=[O:29])[CH:5]=[CH:6][CH:7]=1.CCN(C(C)C)C(C)C.C1(P(Cl)(C2C=CC=CC=2)=O)C=CC=CC=1.[N:56]1[CH:61]=[C:60]([NH2:62])[CH:59]=[N:58][CH:57]=1. (6) Given the product [NH2:33][C:18]1[CH:19]=[CH:20][C:21]([O:23][CH2:24][C:25]2[CH:26]=[CH:27][C:28]([O:31][CH3:32])=[CH:29][CH:30]=2)=[CH:22][C:17]=1[NH:16][C:14]1[S:13][C:12]([C:36]([O:38][CH3:39])=[O:37])=[C:11]([O:10][C@@H:8]([C:3]2[CH:4]=[CH:5][CH:6]=[CH:7][C:2]=2[Cl:1])[CH3:9])[CH:15]=1, predict the reactants needed to synthesize it. The reactants are: [Cl:1][C:2]1[CH:7]=[CH:6][CH:5]=[CH:4][C:3]=1[C@H:8]([O:10][C:11]1[CH:15]=[C:14]([NH:16][C:17]2[CH:22]=[C:21]([O:23][CH2:24][C:25]3[CH:30]=[CH:29][C:28]([O:31][CH3:32])=[CH:27][CH:26]=3)[CH:20]=[CH:19][C:18]=2[N+:33]([O-])=O)[S:13][C:12]=1[C:36]([O:38][CH3:39])=[O:37])[CH3:9].[H][H].